The task is: Predict the product of the given reaction.. This data is from Forward reaction prediction with 1.9M reactions from USPTO patents (1976-2016). (1) The product is: [CH3:16][C:11]1([CH3:17])[C:12]([CH3:15])([CH3:14])[O:13][B:9]([C:8]2[CH:2]=[CH:3][C:4]([NH2:28])=[N:5][CH:7]=2)[O:10]1. Given the reactants F[C:2]1[CH:3]=[C:4](C=[CH:7][C:8]=1[B:9]1[O:13][C:12]([CH3:15])([CH3:14])[C:11]([CH3:17])([CH3:16])[O:10]1)[NH2:5].[O-]P([O-])([O-])=O.[K+].[K+].[K+].CC#[N:28], predict the reaction product. (2) Given the reactants [Br:1][C:2]1[C:7]([O:8][CH3:9])=[CH:6][C:5]([C:10]([C:12]2[CH:17]=[CH:16][CH:15]=[CH:14][CH:13]=2)=O)=[C:4]([O:18][CH3:19])[CH:3]=1.FC(F)(F)C(O)=O.C([SiH](CC)CC)C.[NH4+].[Cl-], predict the reaction product. The product is: [CH2:10]([C:5]1[CH:6]=[C:7]([O:8][CH3:9])[C:2]([Br:1])=[CH:3][C:4]=1[O:18][CH3:19])[C:12]1[CH:13]=[CH:14][CH:15]=[CH:16][CH:17]=1. (3) Given the reactants I[C:2]1[CH:8]=[CH:7][CH:6]=[CH:5][C:3]=1[NH2:4].[Cl:9][C:10]1[CH:15]=[CH:14][C:13](B(O)O)=[CH:12][CH:11]=1.ClCCl.[OH-].[Na+], predict the reaction product. The product is: [Cl:9][C:10]1[CH:15]=[CH:14][C:13]([C:2]2[C:3]([NH2:4])=[CH:5][CH:6]=[CH:7][CH:8]=2)=[CH:12][CH:11]=1.